Task: Binary Classification. Given a miRNA mature sequence and a target amino acid sequence, predict their likelihood of interaction.. Dataset: Experimentally validated miRNA-target interactions with 360,000+ pairs, plus equal number of negative samples (1) Result: 0 (no interaction). The miRNA is hsa-miR-7702 with sequence CUUAGACUGCCAGACUCCCUGA. The protein sequence of the target gene is MLWFFSVRALAERPCRRSPGITCCVLLLLNCSGVPMSLASSFLTGSVAKCENEGEVLQIPFITDNPCIMCVCLNKEVTCKREKCPVLSRDCALAIKQRGACCERCKGCTHEGRTYNSSFKWQTPAEPCVLRQCQEGVVTESEVRCVVHCKNPAEHQGACCPTCPGCVFEGVQYREGEEFQPEGNKCITCSCVGGRTQCVREVCPILSCPQHLSHTPSGQCCPKCLGQRKVFDLPFGSCLFRSDVYDNGASFVYDNCTVCTCKDSTMVCKKKCSHPGVCNSDEDACCEDCLLRVPPEDIKV.... (2) The miRNA is mmu-miR-652-3p with sequence AAUGGCGCCACUAGGGUUGUG. The protein sequence of the target gene is MQSKRDCELWCERVNPENKAALEAWVRETGIRLVQVNGQRKYGGPPPGWVGSPPPAGSEVFIGRLPQDVYEHQLIPLFQRVGRLYEFRLMMTFSGLNRGFAYARYSSRRGAQAAIATLHNHPLRPSCPLLVCRSTEKCELSVDGLPPNLTRSALLLALQPLGPGLQEARLLPSPGPAPGQIALLKFSSHRAAAMAKKALVEGQSHLCGEQVAVEWLKPDLKQRLRQQLVGPFLRSPQPEGSQLALARDKLGFQGARATLQLLCQRMKLGSPVFLTKCLGIGPAGWHRFWYQVVIPGHPVP.... Result: 0 (no interaction). (3) The protein sequence of the target gene is MDAFTRFTNQTQGRDRLFRATQYTCMLLRYLLEPKAGKEKVVMKLKKLESSVSTGRKWFRLGNVVHAIQATEQSIHATDLVPRLCLTLANLNRVIYFICDTILWVRSVGLTSGINKEKWRTRAAHHYYYSLLLSLVRDLYEISLQMKRVTCDRAKKEKSASQDPLWFSVAEEETEWLQSFLLLLFRSLKQHPPLLLDTVKNLCDILNPLDQLGIYKSNPGIIGLGGLVSSIAGMITVAYPQMKLKTR. The miRNA is hsa-miR-302c-5p with sequence UUUAACAUGGGGGUACCUGCUG. Result: 1 (interaction). (4) The miRNA is hsa-miR-6873-5p with sequence CAGAGGGAAUACAGAGGGCAAU. The protein sequence of the target gene is MYPQGRHPAPHQPGQPGFKFTVAESCDRIKDEFQFLQAQYHSLKVEYDKLANEKTEMQRHYVMYYEMSYGLNIEMHKQTEIAKRLNTILAQIMPFLSQEHQQQVAQAVERAKQVTMTELNAIIGQQQLQAQHLSHATHGPPVQLPPHPSGLQPPGIPPVTGSSSGLLALGALGSQAHLTVKDEKNHHELDHRERESSANNSVSPSESLRASEKHRGSADYSMEAKKRKAEEKDSLSRYDSDGDKSDDLVVDVSNEDPATPRVSPAHSPPENGLDKARSLKKDAPTSPASVASSSSTPSSK.... Result: 1 (interaction). (5) The miRNA is hsa-miR-6071 with sequence UUCUGCUGCCGGCCAAGGC. The protein sequence of the target gene is MNFLGNPRSHTAAFLPVCWLLLNILKPGHCHSYDNRYAGDKVIRLIPKSEEEALALKNIYHQLKVDLWQPSSISYVSEGTITDVHISQNASRTLLAFLQETHIYYKVLIEDLQKAVENENSLQTQRNRRSLSEYNYEVYHSLEDIQSWLHHLNQTQPGLVRVFSIGRSYEGRPLFIMQLGRKSRAYKRAVWIDCGIHAREWIGPAFCQWFVREAILTYKTDPAMKKMLNHLYFYIMPVFNVDGYHFSWTHDRFWRKTRSRDSKFRCRGVDANRNWKVKWCDEGASAHPCDDTYCGPFPES.... Result: 0 (no interaction). (6) The miRNA is hsa-miR-876-5p with sequence UGGAUUUCUUUGUGAAUCACCA. The protein sequence of the target gene is MAVLAPLIALVYSVPRLSRWLAQPYYLLSALLSAAFLLVRKLPPLCHGLPTQREDGNPCDFDWREVEILMFLSAIVMMKNRRSITVEQHIGNIFMFSKVANTILFFRLDIRMGLLYITLCIVFLMTCKPPLYMGPEYIKYFNDKTIDEELERDKRVTWIVEFFANWSNDCQSFAPIYADLSLKYNCTGLNFGKVDVGRYTDVSTRYKVSTSPLTKQLPTLILFQGGKEAMRRPQIDKKGRAVSWTFSEENVIREFNLNELYQRAKKLSKAGDNIPEEQPVASTPTTVSDGENKKDK. Result: 1 (interaction).